From a dataset of hERG Central: cardiac toxicity at 1µM, 10µM, and general inhibition. Predict hERG channel inhibition at various concentrations. (1) The compound is N#Cc1ccc(CN2CCN(CC(=O)Nc3ccccc3C(=O)NC3CC3)CC2)cc1. Results: hERG_inhib (hERG inhibition (general)): blocker. (2) The molecule is COc1ccc(N2CCN(C(=O)CCc3nnc4ccc(N5CCC(C)CC5)nn34)CC2)cc1. Results: hERG_inhib (hERG inhibition (general)): blocker. (3) The drug is CC(C)(C)OC(=O)N1CCC(c2c(C(=O)NCC3CCN(C4CCCC4)C3)cnn2-c2ccc(F)cc2)CC1. Results: hERG_inhib (hERG inhibition (general)): blocker. (4) The drug is O=C(CN1CCCCC1)N/N=C/c1ccc(Cl)cc1. Results: hERG_inhib (hERG inhibition (general)): blocker. (5) The drug is CS(=O)(=O)O.O.Oc1ccc2c3c1O[C@H]1c4oc5ccccc5c4C[C@@]4(O)[C@@H](C2)N(CC2CC2)CC[C@]314. Results: hERG_inhib (hERG inhibition (general)): blocker.